This data is from Forward reaction prediction with 1.9M reactions from USPTO patents (1976-2016). The task is: Predict the product of the given reaction. The product is: [C:3]([C:7]1[CH:12]=[C:11]([Cl:13])[CH:10]=[CH:9][C:8]=1[N:14]1[CH2:19][CH2:18][N:17]([C:28](=[O:34])[C:29]([O:31][CH2:32][CH3:33])=[O:30])[CH2:16][CH2:15]1)([CH3:6])([CH3:4])[CH3:5]. Given the reactants Cl.Cl.[C:3]([C:7]1[CH:12]=[C:11]([Cl:13])[CH:10]=[CH:9][C:8]=1[N:14]1[CH2:19][CH2:18][NH:17][CH2:16][CH2:15]1)([CH3:6])([CH3:5])[CH3:4].C(N(CC)CC)C.Cl[C:28](=[O:34])[C:29]([O:31][CH2:32][CH3:33])=[O:30], predict the reaction product.